This data is from Reaction yield outcomes from USPTO patents with 853,638 reactions. The task is: Predict the reaction yield, written as a fraction of the theoretical maximum amount of product (1.0 means a 100% yield; for example, 0.34 means a 34% yield). (1) The reactants are FC(F)(F)C(O)=O.[CH:8]([C:11]1[CH:16]=[CH:15][C:14]([NH:17][C:18](=[O:25])[CH2:19][CH:20]2[CH2:24][CH2:23][NH:22][CH2:21]2)=[CH:13][CH:12]=1)([CH3:10])[CH3:9].[NH2:26][C:27]1[C:32]([CH:33]=O)=[C:31](Cl)[N:30]=[CH:29][N:28]=1.CCN(C(C)C)C(C)C.Cl.[CH3:46][O:47][NH2:48]. The catalyst is CS(C)=O. The product is [NH2:26][C:27]1[N:28]=[CH:29][N:30]=[C:31]([N:22]2[CH2:23][CH2:24][CH:20]([CH2:19][C:18]([NH:17][C:14]3[CH:13]=[CH:12][C:11]([CH:8]([CH3:10])[CH3:9])=[CH:16][CH:15]=3)=[O:25])[CH2:21]2)[C:32]=1[CH:33]=[N:48][O:47][CH3:46]. The yield is 0.310. (2) The reactants are [Cl:1][C:2]1[CH:3]=[C:4]2[C:10](=[O:11])[NH:9][C@@H:8]([CH:12]([CH3:14])[CH3:13])[C:5]2=[N:6][CH:7]=1.[H-].[Na+].[Cl:17][C:18]1[CH:25]=[CH:24][C:21]([CH2:22]Br)=[CH:20][CH:19]=1.C1C[O:29]CC1. No catalyst specified. The product is [Cl:1][C:2]1[CH:3]=[C:4]2[C:10](=[O:11])[N:9]([CH2:22][C:21]3[CH:24]=[CH:25][C:18]([Cl:17])=[CH:19][CH:20]=3)[C@@H:8]([CH:12]([CH3:14])[CH3:13])[C:5]2=[N:6][CH:7]=1.[Cl:1][C:2]1[CH:3]=[C:4]2[C:10](=[O:11])[N:9]([CH2:22][C:21]3[CH:24]=[CH:25][C:18]([Cl:17])=[CH:19][CH:20]=3)[C:8]([OH:29])([CH:12]([CH3:14])[CH3:13])[C:5]2=[N:6][CH:7]=1. The yield is 0.290. (3) The reactants are [O:1]1[CH2:6][CH2:5][NH:4][C:3]2[CH:7]=[N:8][CH:9]=[CH:10][C:2]1=2.[Br:11][C:12]1[CH:13]=[C:14]([CH:18]=[C:19]([Br:23])[C:20]=1[O:21][CH3:22])[C:15](Cl)=[O:16].C(N(CC)CC)C.Cl. The product is [Br:11][C:12]1[CH:13]=[C:14]([C:15]([N:4]2[CH2:5][CH2:6][O:1][C:2]3[CH:10]=[CH:9][N:8]=[CH:7][C:3]2=3)=[O:16])[CH:18]=[C:19]([Br:23])[C:20]=1[O:21][CH3:22]. The yield is 0.610. The catalyst is ClCCl. (4) The reactants are [CH3:1][O:2][C:3]1[CH:4]=[C:5]([CH2:11][CH2:12][C:13]2[CH:18]=[CH:17][C:16]([NH2:19])=[CH:15][CH:14]=2)[CH:6]=[CH:7][C:8]=1[O:9][CH3:10].Cl[C:21]1[CH:29]=[CH:28][CH:27]=[CH:26][C:22]=1[C:23]([OH:25])=[O:24].C(=O)([O-])[O-].[K+].[K+]. The catalyst is CN(C=O)C.[Cu].[Cu]Cl. The product is [CH3:1][O:2][C:3]1[CH:4]=[C:5]([CH2:11][CH2:12][C:13]2[CH:14]=[CH:15][C:16]([NH:19][C:21]3[CH:29]=[CH:28][CH:27]=[CH:26][C:22]=3[C:23]([OH:25])=[O:24])=[CH:17][CH:18]=2)[CH:6]=[CH:7][C:8]=1[O:9][CH3:10]. The yield is 0.330. (5) The reactants are CN(C)CN(C)C.[C:8](OC(=O)C)(=O)C.[F:15][C:16]1[CH:21]=[C:20]([S:22]([CH2:25][C:26]2[CH:31]=[CH:30][C:29]([C:32]([F:41])([C:37]([F:40])([F:39])[F:38])[C:33]([F:36])([F:35])[F:34])=[CH:28][CH:27]=2)(=[O:24])=[O:23])[CH:19]=[CH:18][C:17]=1[CH3:42]. The catalyst is CN(C)C=O.C(OCC)(=O)C. The product is [F:15][C:16]1[CH:21]=[C:20]([S:22]([C:25]([C:26]2[CH:31]=[CH:30][C:29]([C:32]([F:41])([C:33]([F:35])([F:36])[F:34])[C:37]([F:38])([F:39])[F:40])=[CH:28][CH:27]=2)=[CH2:8])(=[O:23])=[O:24])[CH:19]=[CH:18][C:17]=1[CH3:42]. The yield is 0.280. (6) The reactants are [N:1]1([C:12]([O:14][C:15]([CH3:18])([CH3:17])[CH3:16])=[O:13])[CH2:6][CH2:5][O:4][CH:3]([C:7]([O:9][CH2:10][CH3:11])=[O:8])[CH2:2]1.Br[CH2:20][C:21]([CH3:23])=[CH2:22]. No catalyst specified. The product is [CH3:22][C:21](=[CH2:20])[CH2:23][C:3]1([C:7]([O:9][CH2:10][CH3:11])=[O:8])[O:4][CH2:5][CH2:6][N:1]([C:12]([O:14][C:15]([CH3:17])([CH3:16])[CH3:18])=[O:13])[CH2:2]1. The yield is 0.660. (7) The reactants are C1(N2CC[O:9]CC2)CCCC=1.[OH:12][C:13]1[CH:20]=[C:19]([O:21][CH3:22])[CH:18]=[CH:17][C:14]=1[CH:15]=O.Cl.[CH:24]1[CH:29]=[CH:28][CH:27]=[CH:26]C=1. No catalyst specified. The product is [OH:12][C:13]1[CH:20]=[C:19]([O:21][CH3:22])[CH:18]=[CH:17][C:14]=1[CH:15]=[C:26]1[CH2:27][CH2:28][CH2:29][C:24]1=[O:9]. The yield is 0.706. (8) No catalyst specified. The reactants are [Br:1][C:2]1[C:6]([C:7]#[N:8])=[C:5]([Br:9])[S:4][C:3]=1[C:10]([NH2:12])=O.C1(C)C=CC=CC=1.COC(OC)[N:23]([CH3:25])C.C(O)(=O)C.O.[NH2:33]N. The product is [Br:9][C:5]1[S:4][C:3]([C:10]2[NH:12][CH:25]=[N:23][N:33]=2)=[C:2]([Br:1])[C:6]=1[C:7]#[N:8]. The yield is 0.872. (9) The reactants are [CH3:1][C:2]([C:7]1[CH:12]=[CH:11][CH:10]=[CH:9][CH:8]=1)([CH3:6])[C:3](O)=[O:4].S(Cl)(Cl)=O.C(=O)([O-])[O-].[K+].[K+].Cl.[CH3:24][NH:25][O:26][CH3:27].Cl. The catalyst is C1(C)C=CC=CC=1.O.C(OC)(C)(C)C. The product is [CH3:27][O:26][N:25]([CH3:24])[C:3](=[O:4])[C:2]([CH3:6])([C:7]1[CH:12]=[CH:11][CH:10]=[CH:9][CH:8]=1)[CH3:1]. The yield is 0.950. (10) The reactants are [H-].[Al+3].[Li+].[H-].[H-].[H-].C([O:9][C:10]([C@H:12]1[C@@H:17]([NH:18][C:19]([C:21]2[CH:22]=[CH:23][C:24]3[S:29][CH2:28][C:27](=[O:30])[NH:26][C:25]=3[CH:31]=2)=[O:20])[CH2:16][CH2:15][N:14]([CH2:32][CH2:33][O:34][C:35]2[CH:44]=[N:43][C:42]3[C:37](=[CH:38][C:39]([O:45][CH3:46])=[CH:40][CH:41]=3)[N:36]=2)[CH2:13]1)=O)C. The catalyst is O1CCCC1. The product is [OH:9][CH2:10][C@@H:12]1[C@@H:17]([NH:18][C:19]([C:21]2[CH:22]=[CH:23][C:24]3[S:29][CH2:28][C:27](=[O:30])[NH:26][C:25]=3[CH:31]=2)=[O:20])[CH2:16][CH2:15][N:14]([CH2:32][CH2:33][O:34][C:35]2[CH:44]=[N:43][C:42]3[C:37](=[CH:38][C:39]([O:45][CH3:46])=[CH:40][CH:41]=3)[N:36]=2)[CH2:13]1. The yield is 0.140.